Dataset: Full USPTO retrosynthesis dataset with 1.9M reactions from patents (1976-2016). Task: Predict the reactants needed to synthesize the given product. (1) The reactants are: [F:1][C:2]([F:19])([F:18])[CH:3]([CH:12]1[CH2:17][CH2:16][NH:15][CH2:14][CH2:13]1)[O:4][Si:5]([CH2:10][CH3:11])([CH2:8][CH3:9])[CH2:6][CH3:7].C(N(CC)CC)C.[C:27](Cl)(=[O:30])[CH2:28][CH3:29].C(=O)(O)[O-].[Na+]. Given the product [C:27]([N:15]1[CH2:16][CH2:17][CH:12]([CH:3]([O:4][Si:5]([CH2:8][CH3:9])([CH2:6][CH3:7])[CH2:10][CH3:11])[C:2]([F:18])([F:1])[F:19])[CH2:13][CH2:14]1)(=[O:30])[CH2:28][CH3:29], predict the reactants needed to synthesize it. (2) Given the product [CH:14]1([N:13]2[C:2]3[N:20]=[CH:19][CH:18]=[CH:17][C:3]=3[C:4](=[O:5])[NH:6][C:7]3[CH:12]=[CH:11][CH:10]=[CH:9][C:8]2=3)[CH2:16][CH2:15]1, predict the reactants needed to synthesize it. The reactants are: Cl[C:2]1[N:20]=[CH:19][CH:18]=[CH:17][C:3]=1[C:4]([NH:6][C:7]1[CH:12]=[CH:11][CH:10]=[CH:9][C:8]=1[NH:13][CH:14]1[CH2:16][CH2:15]1)=[O:5].[H-].[Na+].